Predict the reactants needed to synthesize the given product. From a dataset of Full USPTO retrosynthesis dataset with 1.9M reactions from patents (1976-2016). (1) Given the product [C:7]1([CH2:6][N:4]2[CH2:3][CH2:2][CH2:1][N:5]([CH2:38][C:32]3[CH:37]=[CH:36][CH:35]=[CH:34][CH:33]=3)[CH2:30][CH:24]2[C:25]([O:27][CH2:28][CH3:29])=[O:26])[CH:12]=[CH:11][CH:10]=[CH:9][CH:8]=1, predict the reactants needed to synthesize it. The reactants are: [CH2:1]([NH2:5])[CH2:2][CH2:3][NH2:4].[CH:6](=O)[C:7]1[CH:12]=[CH:11][CH:10]=[CH:9][CH:8]=1.[BH4-].[Na+].C(N(CC)CC)C.Br[CH:24]([CH2:30]Br)[C:25]([O:27][CH2:28][CH3:29])=[O:26].[C:32]1([CH3:38])[CH:37]=[CH:36][CH:35]=[CH:34][CH:33]=1. (2) Given the product [CH2:30]([O:37][C:38]1[CH:39]=[CH:40][C:41]2[C:42]3[N:49]([CH2:50][CH2:51][O:52][C:53]4[CH:58]=[CH:57][CH:56]=[CH:55][CH:54]=4)[C:13]([CH2:12][CH2:11][CH2:10][CH2:9][NH:8][C:6](=[O:7])[O:5][C:1]([CH3:2])([CH3:3])[CH3:4])=[N:48][C:43]=3[CH:44]=[N:45][C:46]=2[CH:47]=1)[C:31]1[CH:32]=[CH:33][CH:34]=[CH:35][CH:36]=1, predict the reactants needed to synthesize it. The reactants are: [C:1]([O:5][C:6]([NH:8][CH2:9][CH2:10][CH2:11][CH2:12][C:13](O)=O)=[O:7])([CH3:4])([CH3:3])[CH3:2].C(N(CC)CC)C.C(Cl)(=O)C(C)(C)C.[CH2:30]([O:37][C:38]1[CH:47]=[C:46]2[C:41]([C:42]([NH:49][CH2:50][CH2:51][O:52][C:53]3[CH:58]=[CH:57][CH:56]=[CH:55][CH:54]=3)=[C:43]([NH2:48])[CH:44]=[N:45]2)=[CH:40][CH:39]=1)[C:31]1[CH:36]=[CH:35][CH:34]=[CH:33][CH:32]=1. (3) Given the product [C:25]1([C:31]#[C:32][C:2]2[CH:3]=[N:4][N:5]3[C:10]([C:11]([F:14])([F:13])[F:12])=[CH:9][C:8]([C:15]4[CH:20]=[CH:19][C:18]([C:21]([F:24])([F:23])[F:22])=[CH:17][CH:16]=4)=[N:7][C:6]=23)[CH:30]=[CH:29][CH:28]=[CH:27][CH:26]=1, predict the reactants needed to synthesize it. The reactants are: I[C:2]1[CH:3]=[N:4][N:5]2[C:10]([C:11]([F:14])([F:13])[F:12])=[CH:9][C:8]([C:15]3[CH:20]=[CH:19][C:18]([C:21]([F:24])([F:23])[F:22])=[CH:17][CH:16]=3)=[N:7][C:6]=12.[C:25]1([C:31]#[CH:32])[CH:30]=[CH:29][CH:28]=[CH:27][CH:26]=1. (4) Given the product [OH:24][C:25]([CH3:31])([CH3:30])[CH2:26][C:27]([NH:1][C:2]1[CH:3]=[C:4]([CH:21]=[CH:22][CH:23]=1)[O:5][C:6]1[CH:7]=[CH:8][C:9]2[N:10]([CH:12]=[C:13]([NH:15][C:16]([CH:18]3[CH2:20][CH2:19]3)=[O:17])[N:14]=2)[N:11]=1)=[O:28], predict the reactants needed to synthesize it. The reactants are: [NH2:1][C:2]1[CH:3]=[C:4]([CH:21]=[CH:22][CH:23]=1)[O:5][C:6]1[CH:7]=[CH:8][C:9]2[N:10]([CH:12]=[C:13]([NH:15][C:16]([CH:18]3[CH2:20][CH2:19]3)=[O:17])[N:14]=2)[N:11]=1.[OH:24][C:25]([CH3:31])([CH3:30])[CH2:26][C:27](O)=[O:28].Cl.CN(C)CCCN=C=NCC.ON1C2C=CC=CC=2N=N1.C(N(CC)CC)C. (5) Given the product [CH2:1]([O:5][CH2:6][CH2:7][O:8][C:9]1[CH:10]=[CH:11][C:12]([C:15]2[CH:16]=[CH:17][C:18]3[N:24]([CH2:25][CH:26]([CH3:27])[CH3:28])[CH2:23][CH2:22][C:21]([C:29]([NH:31][C:32]4[CH:33]=[CH:34][C:35]([CH2:38][S:39]([C:40]5[CH:45]=[CH:44][C:43]([C:46]([F:48])([F:49])[F:47])=[CH:42][N:41]=5)=[O:59])=[CH:36][CH:37]=4)=[O:30])=[CH:20][C:19]=3[CH:50]=2)=[CH:13][CH:14]=1)[CH2:2][CH2:3][CH3:4], predict the reactants needed to synthesize it. The reactants are: [CH2:1]([O:5][CH2:6][CH2:7][O:8][C:9]1[CH:14]=[CH:13][C:12]([C:15]2[CH:16]=[CH:17][C:18]3[N:24]([CH2:25][CH:26]([CH3:28])[CH3:27])[CH2:23][CH2:22][C:21]([C:29]([NH:31][C:32]4[CH:37]=[CH:36][C:35]([CH2:38][S:39][C:40]5[CH:45]=[CH:44][C:43]([C:46]([F:49])([F:48])[F:47])=[CH:42][N:41]=5)=[CH:34][CH:33]=4)=[O:30])=[CH:20][C:19]=3[CH:50]=2)=[CH:11][CH:10]=1)[CH2:2][CH2:3][CH3:4].ClC1C=CC=C(C(OO)=[O:59])C=1.S([O-])([O-])(=O)=S.[Na+].[Na+]. (6) Given the product [CH2:14]([O:1][C:2]1[CH:9]=[C:8]([O:10][CH2:11][O:12][CH3:13])[CH:7]=[CH:6][C:3]=1[CH:4]=[O:5])[C:15]1[CH:20]=[CH:19][CH:18]=[CH:17][CH:16]=1, predict the reactants needed to synthesize it. The reactants are: [OH:1][C:2]1[CH:9]=[C:8]([O:10][CH2:11][O:12][CH3:13])[CH:7]=[CH:6][C:3]=1[CH:4]=[O:5].[CH2:14](Br)[C:15]1[CH:20]=[CH:19][CH:18]=[CH:17][CH:16]=1.C(=O)([O-])[O-].[K+].[K+].CN(C)C=O. (7) Given the product [Cl:34][CH2:35][C:36]1[CH:37]=[C:38]([CH:42]=[CH:43][CH:44]=1)[C:39]([N:2]([CH3:1])[C@@H:3]1[C:19]2[C:12](=[CH:13][CH:14]=[C:15]([S:20][CH3:21])[C:16](=[O:17])[CH:18]=2)[C:11]2[C:10]([O:22][CH3:23])=[C:9]([O:24][CH3:25])[C:8]([O:26][CH3:27])=[CH:7][C:6]=2[CH2:5][CH2:4]1)=[O:40], predict the reactants needed to synthesize it. The reactants are: [CH3:1][NH:2][CH:3]1[C:19]2[C:12](=[CH:13][CH:14]=[C:15]([S:20][CH3:21])[C:16]([CH:18]=2)=[O:17])[C:11]2[C:6](=[CH:7][C:8]([O:26][CH3:27])=[C:9]([O:24][CH3:25])[C:10]=2[O:22][CH3:23])[CH2:5][CH2:4]1.N1C=CC=CC=1.[Cl:34][CH2:35][C:36]1[CH:37]=[C:38]([CH:42]=[CH:43][CH:44]=1)[C:39](Cl)=[O:40].O. (8) Given the product [CH2:1]([O:8][C:9]1[C:16]([CH3:17])=[C:15]([CH3:18])[C:14]([O:19][CH2:20][C:21]2[CH:26]=[CH:25][CH:24]=[CH:23][CH:22]=2)=[C:13]([CH3:27])[C:10]=1[CH:11]([OH:12])[CH2:41][CH:37]=[CH2:38])[C:2]1[CH:3]=[CH:4][CH:5]=[CH:6][CH:7]=1, predict the reactants needed to synthesize it. The reactants are: [CH2:1]([O:8][C:9]1[C:16]([CH3:17])=[C:15]([CH3:18])[C:14]([O:19][CH2:20][C:21]2[CH:26]=[CH:25][CH:24]=[CH:23][CH:22]=2)=[C:13]([CH3:27])[C:10]=1[CH:11]=[O:12])[C:2]1[CH:7]=[CH:6][CH:5]=[CH:4][CH:3]=1.[NH4+].[Cl-].CCOC(C)=O.O.[CH2:37]1[CH2:41]OC[CH2:38]1. (9) Given the product [Cl:17][C:4]1[C:5]([O:15][CH3:16])=[C:6]([N:8]2[CH2:13][CH2:12][N:11]([CH3:14])[CH2:10][CH2:9]2)[CH:7]=[C:2]([B:35]2[O:39][C:38]([CH3:41])([CH3:40])[C:37]([CH3:43])([CH3:42])[O:36]2)[C:3]=1[CH3:18], predict the reactants needed to synthesize it. The reactants are: Br[C:2]1[C:3]([CH3:18])=[C:4]([Cl:17])[C:5]([O:15][CH3:16])=[C:6]([N:8]2[CH2:13][CH2:12][N:11]([CH3:14])[CH2:10][CH2:9]2)[CH:7]=1.C(=O)=O.CC(C)=O.[Li]CCCC.C(O[B:35]1[O:39][C:38]([CH3:41])([CH3:40])[C:37]([CH3:43])([CH3:42])[O:36]1)(C)C.